Dataset: Catalyst prediction with 721,799 reactions and 888 catalyst types from USPTO. Task: Predict which catalyst facilitates the given reaction. (1) Reactant: [NH2:1][C:2]1[CH:7]=[CH:6][C:5]([CH2:8][CH2:9][C:10]2[N:11]=[C:12]([NH:26][C:27](=[O:29])[CH3:28])[S:13][C:14]=2[CH2:15][C:16]2[CH:21]=[CH:20][C:19]([S:22]([CH3:25])(=[O:24])=[O:23])=[CH:18][CH:17]=2)=[CH:4][CH:3]=1.CS[C:32]1[S:33][CH2:34][CH2:35][N:36]=1.Cl.C([O-])(O)=O.[Na+]. Product: [S:33]1[CH2:34][CH2:35][N:36]=[C:32]1[NH:1][C:2]1[CH:3]=[CH:4][C:5]([CH2:8][CH2:9][C:10]2[N:11]=[C:12]([NH:26][C:27](=[O:29])[CH3:28])[S:13][C:14]=2[CH2:15][C:16]2[CH:21]=[CH:20][C:19]([S:22]([CH3:25])(=[O:24])=[O:23])=[CH:18][CH:17]=2)=[CH:6][CH:7]=1. The catalyst class is: 141. (2) Reactant: [C:1]([N:8]1[CH2:14][CH2:13][CH2:12][NH:11][CH2:10][CH2:9]1)([O:3][C:4]([CH3:7])([CH3:6])[CH3:5])=[O:2].BrC1[CH:23]=[CH:22][C:21]([O:24][CH3:25])=[CH:20][C:17]=1[C:18]#[N:19].CC1(C)C2C(=C(P(C3C=CC=CC=3)C3C=CC=CC=3)C=CC=2)OC2C(P(C3C=CC=CC=3)C3C=CC=CC=3)=CC=CC1=2.CC(C)([O-])C.[Na+]. Product: [C:4]([O:3][C:1]([N:8]1[CH2:9][CH2:10][N:11]([C:12]2[CH:23]=[CH:22][C:21]([O:24][CH3:25])=[CH:20][C:17]=2[C:18]#[N:19])[CH2:13][CH2:14]1)=[O:2])([CH3:5])([CH3:6])[CH3:7]. The catalyst class is: 62. (3) Reactant: [CH3:1][C@@H:2]1[CH2:6][C@@H:5]([CH:7]2[CH2:9][N@@:8]2[S:10]([C:13]2[CH:18]=[CH:17][CH:16]=[CH:15][C:14]=2[N+:19]([O-:21])=[O:20])(=[O:12])=[O:11])[O:4][C:3]1=[O:22].[Cl:23][C:24]1[CH:29]=[CH:28][C:27]([F:30])=[CH:26][C:25]=1[N:31]1[CH2:36][C:35]([CH3:38])([CH3:37])[NH:34][CH2:33][C:32]1=[O:39]. Product: [Cl:23][C:24]1[CH:29]=[CH:28][C:27]([F:30])=[CH:26][C:25]=1[N:31]1[C:32](=[O:39])[CH2:33][N:34]([CH2:9][C@H:7]([NH:8][S:10]([C:13]2[CH:18]=[CH:17][CH:16]=[CH:15][C:14]=2[N+:19]([O-:21])=[O:20])(=[O:12])=[O:11])[C@@H:5]2[CH2:6][C@@H:2]([CH3:1])[C:3](=[O:22])[O:4]2)[C:35]([CH3:38])([CH3:37])[CH2:36]1. The catalyst class is: 11.